The task is: Predict the reaction yield, written as a fraction of the theoretical maximum amount of product (1.0 means a 100% yield; for example, 0.34 means a 34% yield).. This data is from Reaction yield outcomes from USPTO patents with 853,638 reactions. (1) The reactants are [I:1][C:2]1[CH:7]=[CH:6][C:5]([NH:8][C:9]2[CH:17]=[N:16][CH:15]=[CH:14][C:10]=2[C:11]([OH:13])=O)=[C:4]([CH3:18])[CH:3]=1.CCN(C(C)C)C(C)C.Cl.[CH2:29]([O:31][NH2:32])[CH3:30]. The catalyst is CN(C=O)C. The product is [CH2:29]([O:31][NH:32][C:11](=[O:13])[C:10]1[CH:14]=[CH:15][N:16]=[CH:17][C:9]=1[NH:8][C:5]1[CH:6]=[CH:7][C:2]([I:1])=[CH:3][C:4]=1[CH3:18])[CH3:30]. The yield is 0.530. (2) The reactants are [CH3:1][O:2][C:3]1[CH:4]=[C:5]([O:15][C:16]2[CH:21]=[CH:20][C:19]([S:22]([CH3:25])(=[O:24])=[O:23])=[CH:18][CH:17]=2)[CH:6]=[C:7]2[C:11]=1[NH:10][C:9]([C:12]([NH2:14])=O)=[CH:8]2.COC1C=CC(P2(SP(C3C=CC(OC)=CC=3)(=S)S2)=[S:35])=CC=1. The catalyst is O1CCCC1. The product is [CH3:1][O:2][C:3]1[CH:4]=[C:5]([O:15][C:16]2[CH:21]=[CH:20][C:19]([S:22]([CH3:25])(=[O:24])=[O:23])=[CH:18][CH:17]=2)[CH:6]=[C:7]2[C:11]=1[NH:10][C:9]([C:12](=[S:35])[NH2:14])=[CH:8]2. The yield is 0.910. (3) The product is [C:27]([C:26]1([NH:25][C:17]2[CH:16]=[C:15]([CH:12]3[CH2:11][C:10]([CH3:22])([CH3:23])[C:9]4[C:14](=[C:5]([C:3]([OH:2])=[O:4])[CH:6]=[C:7]([Cl:24])[CH:8]=4)[NH:13]3)[CH:20]=[CH:19][CH:18]=2)[CH2:31][CH2:30]1)([OH:29])=[O:28]. The yield is 0.189. The reactants are C[O:2][C:3]([C:5]1[CH:6]=[C:7]([Cl:24])[CH:8]=[C:9]2[C:14]=1[NH:13][CH:12]([C:15]1[CH:20]=[CH:19][CH:18]=[C:17](Br)[CH:16]=1)[CH2:11][C:10]2([CH3:23])[CH3:22])=[O:4].[NH2:25][C:26]([CH3:31])([CH3:30])[C:27]([OH:29])=[O:28].C(=O)([O-])[O-].[K+].[K+]. The catalyst is CS(C)=O.[Cu]I. (4) The reactants are [NH2:1][C:2]1[CH:7]=[CH:6][C:5]([C:8]2[N:9]([CH2:21][CH3:22])[C:10]3[C:15]([C:16]=2[C:17]#[N:18])=[CH:14][CH:13]=[C:12]([O:19][CH3:20])[CH:11]=3)=[CH:4][CH:3]=1.C(N(CC)CC)C.[C:30](Cl)(=[O:32])[CH3:31]. The catalyst is C1COCC1.O. The product is [C:17]([C:16]1[C:15]2[C:10](=[CH:11][C:12]([O:19][CH3:20])=[CH:13][CH:14]=2)[N:9]([CH2:21][CH3:22])[C:8]=1[C:5]1[CH:4]=[CH:3][C:2]([NH:1][C:30](=[O:32])[CH3:31])=[CH:7][CH:6]=1)#[N:18]. The yield is 0.710. (5) The reactants are [Cl:1][C:2]1[CH:7]=[CH:6][C:5]([NH:8][C:9]([C:11]2[N:12]=[CH:13][N:14]([CH2:27][C:28]3[CH:33]=[CH:32][CH:31]=[CH:30][CH:29]=3)[C:15]=2[NH:16][C:17](=O)[C:18]2[CH:23]=[CH:22][C:21]([Cl:24])=[CH:20][C:19]=2[Cl:25])=[O:10])=[CH:4][CH:3]=1.C(N(CC)CC)C.C[Si](Cl)(C)C. No catalyst specified. The product is [CH2:27]([N:14]1[CH:13]=[N:12][C:11]2[C:9](=[O:10])[N:8]([C:5]3[CH:6]=[CH:7][C:2]([Cl:1])=[CH:3][CH:4]=3)[C:17]([C:18]3[CH:23]=[CH:22][C:21]([Cl:24])=[CH:20][C:19]=3[Cl:25])=[N:16][C:15]1=2)[C:28]1[CH:33]=[CH:32][CH:31]=[CH:30][CH:29]=1. The yield is 0.710.